Dataset: Peptide-MHC class II binding affinity with 134,281 pairs from IEDB. Task: Regression. Given a peptide amino acid sequence and an MHC pseudo amino acid sequence, predict their binding affinity value. This is MHC class II binding data. (1) The peptide sequence is NYELSKKAVIFTPIY. The MHC is DRB1_1501 with pseudo-sequence DRB1_1501. The binding affinity (normalized) is 0.419. (2) The peptide sequence is EDVGYPIIIDQKYCP. The MHC is DRB1_1201 with pseudo-sequence DRB1_1201. The binding affinity (normalized) is 0.112. (3) The peptide sequence is VATLSEALRIIAGTLEVHAV. The MHC is DRB1_0405 with pseudo-sequence DRB1_0405. The binding affinity (normalized) is 0.612. (4) The peptide sequence is VEDNLVKLKNVLNVY. The MHC is HLA-DPA10103-DPB10401 with pseudo-sequence HLA-DPA10103-DPB10401. The binding affinity (normalized) is 0.178. (5) The peptide sequence is EEGSRAYRNALSMMP. The MHC is DRB3_0301 with pseudo-sequence DRB3_0301. The binding affinity (normalized) is 0.603. (6) The peptide sequence is FFIQSFTMSTALKRL. The MHC is HLA-DPA10103-DPB10301 with pseudo-sequence HLA-DPA10103-DPB10301. The binding affinity (normalized) is 0.377.